Dataset: M1 muscarinic receptor agonist screen with 61,833 compounds. Task: Binary Classification. Given a drug SMILES string, predict its activity (active/inactive) in a high-throughput screening assay against a specified biological target. The drug is O=C(NCC=C)C12CC3(CC(C1)CC(C2)C3)C(=O)NCC=C. The result is 0 (inactive).